Predict the reactants needed to synthesize the given product. From a dataset of Full USPTO retrosynthesis dataset with 1.9M reactions from patents (1976-2016). (1) Given the product [CH:12]([NH:8][CH2:7][C:6]1[CH:9]=[CH:10][C:3]([O:2][CH3:1])=[CH:4][CH:5]=1)([CH3:14])[CH3:11], predict the reactants needed to synthesize it. The reactants are: [CH3:1][O:2][C:3]1[CH:10]=[CH:9][C:6]([CH2:7][NH2:8])=[CH:5][CH:4]=1.[CH3:11][C:12]([CH3:14])=O.C(O[BH-](OC(=O)C)OC(=O)C)(=O)C.[Na+]. (2) Given the product [Br:16][C:14]1[CH:13]=[CH:12][C:11]([Cl:17])=[C:10]([CH2:8][C:6]2[S:7][C:3]([CH2:1][CH3:2])=[CH:4][CH:5]=2)[CH:15]=1, predict the reactants needed to synthesize it. The reactants are: [CH2:1]([C:3]1[S:7][C:6]([C:8]([C:10]2[CH:15]=[C:14]([Br:16])[CH:13]=[CH:12][C:11]=2[Cl:17])=O)=[CH:5][CH:4]=1)[CH3:2].C([SiH](CC)CC)C.C(=O)([O-])O.[Na+]. (3) Given the product [CH3:1][C:2]1[CH:7]=[CH:6][N:5]=[CH:4][C:3]=1[NH:8][C:16](=[O:18])[O:19][CH3:20], predict the reactants needed to synthesize it. The reactants are: [CH3:1][C:2]1[CH:7]=[CH:6][N:5]=[CH:4][C:3]=1[NH2:8].CC(C)([O-])C.[K+].O.[C:16]([O:19][CH2:20]C)(=[O:18])C. (4) Given the product [N+:1]([C:4]1[CH:12]=[CH:11][CH:10]=[C:9]2[C:5]=1[CH:6]=[N:7][N:8]2[CH2:13][CH:14]1[CH2:19][CH2:18][CH2:17][NH:16][CH2:15]1)([O-:3])=[O:2], predict the reactants needed to synthesize it. The reactants are: [N+:1]([C:4]1[CH:12]=[CH:11][CH:10]=[C:9]2[C:5]=1[CH:6]=[N:7][N:8]2[CH2:13][CH:14]1[CH2:19][CH2:18][CH2:17][N:16](C(OC(C)(C)C)=O)[CH2:15]1)([O-:3])=[O:2].FC(F)(F)C(O)=O. (5) The reactants are: I[C:2]1[N:6]=[C:5]([C:7]2[CH:12]=[CH:11][C:10]([C:13]([F:16])([F:15])[F:14])=[CH:9][CH:8]=2)[N:4]([CH3:17])[C:3]=1[C:18]([N:20]1[CH2:25][CH2:24][CH:23]([N:26]2[CH2:30][CH2:29][CH2:28][CH2:27]2)[CH2:22][CH2:21]1)=[O:19].[OH:31][C:32]1[N:37]=[CH:36][C:35](B2OC(C)(C)C(C)(C)O2)=[CH:34][CH:33]=1. Given the product [OH:31][C:32]1[N:37]=[CH:36][C:35]([C:2]2[N:6]=[C:5]([C:7]3[CH:12]=[CH:11][C:10]([C:13]([F:16])([F:15])[F:14])=[CH:9][CH:8]=3)[N:4]([CH3:17])[C:3]=2[C:18]([N:20]2[CH2:25][CH2:24][CH:23]([N:26]3[CH2:30][CH2:29][CH2:28][CH2:27]3)[CH2:22][CH2:21]2)=[O:19])=[CH:34][CH:33]=1, predict the reactants needed to synthesize it. (6) Given the product [CH3:1][C:2]1[CH:8]=[C:7]([C:10](=[O:26])[CH2:11][CH3:12])[CH:6]=[CH:5][C:3]=1[NH:4][S:16]([CH3:15])(=[O:18])=[O:17], predict the reactants needed to synthesize it. The reactants are: [CH3:1][C:2]1[CH:8]=[CH:7][CH:6]=[CH:5][C:3]=1[NH2:4].N1C=C[CH:12]=[CH:11][CH:10]=1.[CH3:15][S:16](Cl)(=[O:18])=[O:17].[Cl-].[Cl-].[Cl-].[Al+3].C(Cl)(=[O:26])C.Cl. (7) The reactants are: Cl.[NH2:2][C:3]1[N:8]=[CH:7][C:6]([C:9]2[CH:10]=[N:11][N:12]([CH:14]3[CH2:19][CH2:18][N:17](C(OC(C)(C)C)=O)[CH2:16][CH2:15]3)[CH:13]=2)=[CH:5][C:4]=1[C:27]1[O:28][C:29]2[C:35]([C:36](=[O:39])[NH:37][CH3:38])=[CH:34][CH:33]=[CH:32][C:30]=2[N:31]=1. Given the product [NH2:2][C:3]1[C:4]([C:27]2[O:28][C:29]3[C:35]([C:36]([NH:37][CH3:38])=[O:39])=[CH:34][CH:33]=[CH:32][C:30]=3[N:31]=2)=[CH:5][C:6]([C:9]2[CH:10]=[N:11][N:12]([CH:14]3[CH2:19][CH2:18][NH:17][CH2:16][CH2:15]3)[CH:13]=2)=[CH:7][N:8]=1, predict the reactants needed to synthesize it. (8) Given the product [C:1]([O:5][C:6]([C:8]1[C:9]([CH3:33])=[C:10]2[C:14](=[CH:15][CH:16]=1)[C@@H:13]([NH:17][C:18]([C:20]1[N:25]3[N:26]=[CH:27][C:28]([C:29](=[O:30])[NH:43][C:42]4[CH:44]=[CH:45][CH:46]=[CH:47][C:41]=4[Cl:40])=[C:24]3[N:23]=[C:22]([CH3:32])[CH:21]=1)=[O:19])[CH2:12][CH2:11]2)=[O:7])([CH3:4])([CH3:2])[CH3:3], predict the reactants needed to synthesize it. The reactants are: [C:1]([O:5][C:6]([C:8]1[C:9]([CH3:33])=[C:10]2[C:14](=[CH:15][CH:16]=1)[C@@H:13]([NH:17][C:18]([C:20]1[N:25]3[N:26]=[CH:27][C:28]([C:29](O)=[O:30])=[C:24]3[N:23]=[C:22]([CH3:32])[CH:21]=1)=[O:19])[CH2:12][CH2:11]2)=[O:7])([CH3:4])([CH3:3])[CH3:2].C(Cl)(=O)C(Cl)=O.[Cl:40][C:41]1[CH:47]=[CH:46][CH:45]=[CH:44][C:42]=1[NH2:43].C(N(CC)CC)C. (9) Given the product [C:1]([CH2:3][NH:4][C:5]([C:7]1([NH:13][C:34](=[O:35])[C:14]2[CH:19]=[CH:18][C:17]([N:22]3[CH2:28][CH2:27][N:26]([CH2:29][CH3:30])[CH2:24][CH2:25]3)=[CH:16][CH:15]=2)[CH2:12][CH2:11][CH2:10][CH2:9][CH2:8]1)=[O:6])#[N:2], predict the reactants needed to synthesize it. The reactants are: [C:1]([CH2:3][NH:4][C:5]([C:7]1([NH2:13])[CH2:12][CH2:11][CH2:10][CH2:9][CH2:8]1)=[O:6])#[N:2].[CH:14]1[CH:15]=[CH:16][C:17]2[N:22](O)N=N[C:18]=2[CH:19]=1.[CH2:24]([N:26]([CH2:29][CH3:30])[CH2:27][CH3:28])[CH3:25].CN([CH:34]=[O:35])C. (10) Given the product [N:17]1([C:13]2[CH:12]=[C:11](/[CH:10]=[CH:9]/[C:25]3[N:26]=[CH:27][C:28]4[C:29]([CH:42]=3)=[C:30]3[C:38](=[CH:39][CH:40]=4)[C:37]4[C:36](=[O:41])[NH:35][CH2:34][CH2:33][C:32]=4[NH:31]3)[CH:16]=[CH:15][CH:14]=2)[CH2:18][CH2:19][O:20][CH2:21][CH2:22]1, predict the reactants needed to synthesize it. The reactants are: CC1(C)C(C)(C)OB(/[CH:9]=[CH:10]/[C:11]2[CH:12]=[C:13]([N:17]3[CH2:22][CH2:21][O:20][CH2:19][CH2:18]3)[CH:14]=[CH:15][CH:16]=2)O1.Cl[C:25]1[N:26]=[CH:27][C:28]2[C:29]([CH:42]=1)=[C:30]1[C:38](=[CH:39][CH:40]=2)[C:37]2[C:36](=[O:41])[NH:35][CH2:34][CH2:33][C:32]=2[NH:31]1.